Dataset: Forward reaction prediction with 1.9M reactions from USPTO patents (1976-2016). Task: Predict the product of the given reaction. (1) Given the reactants [CH3:1][CH:2]1[CH2:7][C:6](=[O:8])[CH2:5][CH:4]([CH3:9])[O:3]1.C(O[BH-](OC(=O)C)OC(=O)C)(=O)C.[Na+].C(O)(=O)C, predict the reaction product. The product is: [CH3:1][CH:2]1[CH2:7][CH:6]([OH:8])[CH2:5][CH:4]([CH3:9])[O:3]1. (2) Given the reactants [CH2:1]([O:3][C:4]([C:6]1[NH:7][C:8]2[C:13]([C:14]=1[I:15])=[CH:12][CH:11]=[C:10]([C:16]1[CH:21]=[CH:20][C:19]([C:22]([CH3:25])([CH3:24])[CH3:23])=[CH:18][CH:17]=1)[CH:9]=2)=[O:5])[CH3:2].[H-].[Na+].[O:28]([C:35]1[CH:36]=[C:37]([CH:40]=[CH:41][CH:42]=1)[CH2:38]Cl)[C:29]1[CH:34]=[CH:33][CH:32]=[CH:31][CH:30]=1.O, predict the reaction product. The product is: [CH2:1]([O:3][C:4]([C:6]1[N:7]([CH2:38][C:37]2[CH:40]=[CH:41][CH:42]=[C:35]([O:28][C:29]3[CH:34]=[CH:33][CH:32]=[CH:31][CH:30]=3)[CH:36]=2)[C:8]2[C:13]([C:14]=1[I:15])=[CH:12][CH:11]=[C:10]([C:16]1[CH:17]=[CH:18][C:19]([C:22]([CH3:24])([CH3:23])[CH3:25])=[CH:20][CH:21]=1)[CH:9]=2)=[O:5])[CH3:2].